From a dataset of Forward reaction prediction with 1.9M reactions from USPTO patents (1976-2016). Predict the product of the given reaction. (1) Given the reactants COC1C=C(OC)C=CC=1C[N:6]([C:32]1[CH:37]=[CH:36][N:35]=[CH:34][N:33]=1)[S:7]([C:10]1[CH:15]=[CH:14][C:13]([O:16][C@H:17]2[CH2:23][CH2:22][CH2:21][CH2:20][CH2:19][C@@H:18]2[C:24]2[N:28]([CH3:29])[N:27]=[CH:26][CH:25]=2)=[C:12]([F:30])[C:11]=1[F:31])(=[O:9])=[O:8].C([SiH](CC)CC)C.FC(F)(F)C(O)=O, predict the reaction product. The product is: [F:31][C:11]1[C:12]([F:30])=[C:13]([O:16][C@H:17]2[CH2:23][CH2:22][CH2:21][CH2:20][CH2:19][C@@H:18]2[C:24]2[N:28]([CH3:29])[N:27]=[CH:26][CH:25]=2)[CH:14]=[CH:15][C:10]=1[S:7]([NH:6][C:32]1[CH:37]=[CH:36][N:35]=[CH:34][N:33]=1)(=[O:8])=[O:9]. (2) Given the reactants [C:1]([C:3]1[CH:4]=[N:5][C:6]2[C:11]([C:12]=1[CH2:13][CH2:14][C:15]13[CH2:22][CH2:21][C:18]([NH:23][C:24](=[O:30])[O:25][C:26]([CH3:29])([CH3:28])[CH3:27])([CH2:19][CH2:20]1)[CH2:17][O:16]3)=[N:10][C:9]([OH:31])=[CH:8][CH:7]=2)#[N:2].Br[CH2:33][CH2:34][CH2:35][O:36][CH:37]1[CH2:42][CH2:41][CH2:40][CH2:39][O:38]1, predict the reaction product. The product is: [C:1]([C:3]1[CH:4]=[N:5][C:6]2[C:11]([C:12]=1[CH2:13][CH2:14][C:15]13[CH2:22][CH2:21][C:18]([NH:23][C:24](=[O:30])[O:25][C:26]([CH3:28])([CH3:27])[CH3:29])([CH2:19][CH2:20]1)[CH2:17][O:16]3)=[N:10][C:9]([O:31][CH2:33][CH2:34][CH2:35][O:36][CH:37]1[CH2:42][CH2:41][CH2:40][CH2:39][O:38]1)=[CH:8][CH:7]=2)#[N:2]. (3) Given the reactants [CH3:1][O:2][C:3](=[O:9])[C:4]([CH3:8])([CH3:7])[CH2:5][OH:6].[Cr](Cl)([O-])(=O)=O.[NH+]1C=CC=CC=1, predict the reaction product. The product is: [CH3:1][O:2][C:3](=[O:9])[C:4]([CH3:8])([CH3:7])[CH:5]=[O:6].